From a dataset of Reaction yield outcomes from USPTO patents with 853,638 reactions. Predict the reaction yield, written as a fraction of the theoretical maximum amount of product (1.0 means a 100% yield; for example, 0.34 means a 34% yield). (1) The yield is 0.893. The product is [CH3:1][O:2][C:3]([C:5]1[S:6][C:7]([C:13](=[O:15])[CH2:14][C:25]([C:19]2[CH:20]=[C:21]([Cl:24])[C:22]([F:23])=[C:17]([Cl:16])[CH:18]=2)([OH:30])[C:26]([F:28])([F:27])[F:29])=[C:8]2[CH2:12][CH2:11][CH2:10][C:9]=12)=[O:4]. The reactants are [CH3:1][O:2][C:3]([C:5]1[S:6][C:7]([C:13](=[O:15])[CH3:14])=[C:8]2[CH2:12][CH2:11][CH2:10][C:9]=12)=[O:4].[Cl:16][C:17]1[CH:18]=[C:19]([C:25](=[O:30])[C:26]([F:29])([F:28])[F:27])[CH:20]=[C:21]([Cl:24])[C:22]=1[F:23]. The catalyst is C1COCC1. (2) The reactants are [F:1][C:2]1[CH:3]=[C:4]([C:8]2[O:12][C:11]([CH3:13])=[C:10]([CH:14]([NH:19][C:20]3[CH:28]=[CH:27][C:23](C(O)=O)=[CH:22][CH:21]=3)[CH2:15][CH:16]([CH3:18])[CH3:17])[CH:9]=2)[CH:5]=[CH:6][CH:7]=1.[CH3:29][NH:30][CH2:31][CH2:32][C:33]([O:35]CC)=[O:34].Cl.C(N=C=NCCCN(C)C)C.O.[OH:51][C:52]1C2N=NNC=2C=CC=1. The catalyst is CN(C)C=O.C(OCC)(=O)C.C(N(CC)CC)C. The product is [F:1][C:2]1[CH:3]=[C:4]([C:8]2[O:12][C:11]([CH3:13])=[C:10]([CH:14]([NH:19][C:20]3[CH:21]=[CH:22][C:23]([C:52]([N:30]([CH3:29])[CH2:31][CH2:32][C:33]([OH:35])=[O:34])=[O:51])=[CH:27][CH:28]=3)[CH2:15][CH:16]([CH3:18])[CH3:17])[CH:9]=2)[CH:5]=[CH:6][CH:7]=1. The yield is 0.870.